From a dataset of Reaction yield outcomes from USPTO patents with 853,638 reactions. Predict the reaction yield, written as a fraction of the theoretical maximum amount of product (1.0 means a 100% yield; for example, 0.34 means a 34% yield). The reactants are [F:1][C:2]([F:28])([F:27])[CH:3]([C:18]1[CH:23]=[C:22]([Cl:24])[C:21]([Cl:25])=[C:20]([Cl:26])[CH:19]=1)/[CH:4]=[CH:5]/[C:6]1[CH:11]=[CH:10][C:9]([CH2:12][NH2:13])=[C:8]([C:14]([F:17])([F:16])[F:15])[CH:7]=1.[N:29]1[CH:34]=[CH:33][CH:32]=[CH:31][C:30]=1[CH:35]=O.[BH4-].[Na+]. The catalyst is CO. The product is [N:29]1[CH:34]=[CH:33][CH:32]=[CH:31][C:30]=1[CH2:35][NH:13][CH2:12][C:9]1[CH:10]=[CH:11][C:6](/[CH:5]=[CH:4]/[CH:3]([C:18]2[CH:19]=[C:20]([Cl:26])[C:21]([Cl:25])=[C:22]([Cl:24])[CH:23]=2)[C:2]([F:1])([F:27])[F:28])=[CH:7][C:8]=1[C:14]([F:16])([F:17])[F:15]. The yield is 0.400.